Dataset: Reaction yield outcomes from USPTO patents with 853,638 reactions. Task: Predict the reaction yield, written as a fraction of the theoretical maximum amount of product (1.0 means a 100% yield; for example, 0.34 means a 34% yield). (1) The product is [CH3:11][S:8]([C:5]1[CH:6]=[CH:7][C:2]([N:34]2[CH:35]=[C:31]([CH3:30])[N:32]=[CH:33]2)=[C:3]([C:12]([N:14]2[CH2:19][CH2:18][N:17]([C:20]3[CH:25]=[CH:24][C:23]([C:26]([F:29])([F:28])[F:27])=[CH:22][CH:21]=3)[CH2:16][CH2:15]2)=[O:13])[CH:4]=1)(=[O:10])=[O:9]. No catalyst specified. The yield is 0.320. The reactants are I[C:2]1[CH:7]=[CH:6][C:5]([S:8]([CH3:11])(=[O:10])=[O:9])=[CH:4][C:3]=1[C:12]([N:14]1[CH2:19][CH2:18][N:17]([C:20]2[CH:25]=[CH:24][C:23]([C:26]([F:29])([F:28])[F:27])=[CH:22][CH:21]=2)[CH2:16][CH2:15]1)=[O:13].[CH3:30][C:31]1[N:32]=[CH:33][NH:34][CH:35]=1. (2) The reactants are Cl.C(N=C=NCCCN(C)C)C.[F:13][C:14]1[CH:15]=[C:16]([N:21]2[CH2:25][CH2:24][CH2:23][CH:22]2[C:26]2[CH:27]=[C:28]([C:43]([OH:45])=O)[CH:29]=[C:30]3[C:35]=2[O:34][C:33]([N:36]2[CH2:41][CH2:40][O:39][CH2:38][CH2:37]2)=[CH:32][C:31]3=[O:42])[CH:17]=[C:18]([F:20])[CH:19]=1.OC1C=CC=C[N+]=1[O-].[NH:54]1[CH2:59][CH2:58][O:57][CH2:56][CH2:55]1. The catalyst is C(Cl)Cl. The product is [F:20][C:18]1[CH:17]=[C:16]([N:21]2[CH2:25][CH2:24][CH2:23][CH:22]2[C:26]2[CH:27]=[C:28]([C:43]([N:54]3[CH2:59][CH2:58][O:57][CH2:56][CH2:55]3)=[O:45])[CH:29]=[C:30]3[C:35]=2[O:34][C:33]([N:36]2[CH2:37][CH2:38][O:39][CH2:40][CH2:41]2)=[CH:32][C:31]3=[O:42])[CH:15]=[C:14]([F:13])[CH:19]=1. The yield is 0.593. (3) The reactants are [OH-].[Na+].C(O)C.C([O:8][C:9](=[O:23])[CH2:10][C:11]1[C:20]2[C:15](=[CH:16][CH:17]=[C:18]([O:21][CH3:22])[CH:19]=2)[CH:14]=[CH:13][CH:12]=1)C. The catalyst is O. The product is [CH3:22][O:21][C:18]1[CH:19]=[C:20]2[C:15]([CH:14]=[CH:13][CH:12]=[C:11]2[CH2:10][C:9]([OH:23])=[O:8])=[CH:16][CH:17]=1. The yield is 0.720. (4) The reactants are [OH:1][CH2:2][C:3]1[NH:4][CH:5]=[C:6]([O:10][CH2:11][C:12]2[CH:17]=[CH:16][C:15]([O:18][CH3:19])=[CH:14][CH:13]=2)[C:7](=[O:9])[CH:8]=1.[CH3:20][O:21][C:22]1[CH:29]=[CH:28][C:25]([CH2:26]Cl)=[CH:24][CH:23]=1.C(=O)([O-])[O-].[K+].[K+].Cl. The catalyst is CN(C=O)C.O. The product is [CH3:20][O:21][C:22]1[CH:29]=[CH:28][C:25]([CH2:26][O:9][C:7]2[C:6]([O:10][CH2:11][C:12]3[CH:13]=[CH:14][C:15]([O:18][CH3:19])=[CH:16][CH:17]=3)=[CH:5][N:4]=[C:3]([CH2:2][OH:1])[CH:8]=2)=[CH:24][CH:23]=1. The yield is 0.520. (5) The reactants are [N+:1]([C:4]1[CH:25]=[CH:24][C:7]([O:8][CH2:9][CH2:10][CH2:11][CH2:12][CH2:13][O:14][C:15]2[CH:20]=[CH:19][C:18]([N+:21]([O-])=O)=[CH:17][CH:16]=2)=[CH:6][CH:5]=1)([O-])=O.[H][H]. The catalyst is O1CCCC1.[Pd]. The product is [NH2:21][C:18]1[CH:17]=[CH:16][C:15]([O:14][CH2:13][CH2:12][CH2:11][CH2:10][CH2:9][O:8][C:7]2[CH:6]=[CH:5][C:4]([NH2:1])=[CH:25][CH:24]=2)=[CH:20][CH:19]=1. The yield is 0.900. (6) The reactants are [CH2:1]([O:3][C:4](=[O:12])[C:5]([CH3:11])([CH3:10])[CH2:6][CH2:7][CH2:8]Br)[CH3:2].NC(N)=[S:15].[OH-].[Na+]. The catalyst is C(O)C.O. The product is [CH2:1]([O:3][C:4](=[O:12])[C:5]([CH3:11])([CH3:10])[CH2:6][CH2:7][CH2:8][SH:15])[CH3:2]. The yield is 0.740. (7) The product is [F:18][C:2]1([F:1])[CH2:11][CH2:10][C:5](=[O:6])[C:4]([C:12]2[N:16]([CH3:17])[N:15]=[CH:14][CH:13]=2)=[CH:3]1. The catalyst is C1COCC1. The yield is 0.140. The reactants are [F:1][C:2]1([F:18])[CH2:11][CH2:10][C:5]2(OCC[O:6]2)[C:4]([C:12]2[N:16]([CH3:17])[N:15]=[CH:14][CH:13]=2)=[CH:3]1.Cl. (8) The product is [C:15]([O:14][C:13]([NH:12][C@@H:9]([CH2:8][CH:5]1[CH2:6][CH2:7][C:2]([F:20])([F:1])[CH2:3][CH2:4]1)[CH2:10][CH2:28][S:29]([OH:31])(=[O:33])=[O:30])=[O:19])([CH3:18])([CH3:17])[CH3:16].[CH3:28][S:29]([OH:31])(=[O:11])=[O:30]. The catalyst is C(Cl)Cl. The reactants are [F:1][C:2]1([F:20])[CH2:7][CH2:6][CH:5]([CH2:8][C@H:9]([NH:12][C:13](=[O:19])[O:14][C:15]([CH3:18])([CH3:17])[CH3:16])[CH2:10][OH:11])[CH2:4][CH2:3]1.CCN(CC)CC.[CH3:28][S:29](Cl)(=[O:31])=[O:30].[OH2:33]. The yield is 0.890. (9) The yield is 0.840. The product is [C:29]([NH:28][C:25]1[N:26]=[CH:27][C:22]([NH:21][C:4](=[O:6])[C:3]2[C:7]([F:14])=[CH:8][CH:9]=[C:10]([N+:11]([O-:13])=[O:12])[C:2]=2[F:1])=[CH:23][CH:24]=1)(=[O:31])[CH3:30]. The catalyst is ClCCl.CN(C)C=O.O1CCCC1.C(OCC)(=O)C. The reactants are [F:1][C:2]1[C:10]([N+:11]([O-:13])=[O:12])=[CH:9][CH:8]=[C:7]([F:14])[C:3]=1[C:4]([OH:6])=O.C(Cl)(=O)C(Cl)=O.[NH2:21][C:22]1[CH:23]=[CH:24][C:25]([NH:28][C:29](=[O:31])[CH3:30])=[N:26][CH:27]=1.C(N(CC)CC)C.